This data is from Full USPTO retrosynthesis dataset with 1.9M reactions from patents (1976-2016). The task is: Predict the reactants needed to synthesize the given product. (1) Given the product [CH2:15]([O:17][C:18](=[O:45])[CH2:19][CH2:20][CH:21]([NH:37][C:12](=[O:14])[CH2:11][CH2:10][CH2:9][CH2:8][CH2:7][C:1]1[CH:2]=[CH:3][CH:4]=[CH:5][CH:6]=1)[CH2:22][C:23]1[CH:28]=[CH:27][C:26]([O:29][CH2:30][C:31]2[CH:36]=[CH:35][CH:34]=[CH:33][CH:32]=2)=[CH:25][CH:24]=1)[CH3:16], predict the reactants needed to synthesize it. The reactants are: [C:1]1([CH2:7][CH2:8][CH2:9][CH2:10][CH2:11][C:12]([OH:14])=O)[CH:6]=[CH:5][CH:4]=[CH:3][CH:2]=1.[CH2:15]([O:17][C:18](=[O:45])[CH:19]=[CH:20][CH:21]([NH:37]C(OC(C)(C)C)=O)[CH2:22][C:23]1[CH:28]=[CH:27][C:26]([O:29][CH2:30][C:31]2[CH:36]=[CH:35][CH:34]=[CH:33][CH:32]=2)=[CH:25][CH:24]=1)[CH3:16]. (2) The reactants are: [CH:1]1[CH:2]=[C:3]([CH2:6][NH:7][C:8]2[C:13]([C:14]([OH:16])=[O:15])=[CH:12][C:11]([S:17]([NH2:20])(=[O:19])=[O:18])=[C:10]([Cl:21])[CH:9]=2)[O:4][CH:5]=1.[CH2:22](Cl)[CH2:23][CH2:24][CH2:25][CH2:26][CH2:27][CH2:28][CH2:29][CH2:30][CH3:31].[I-].[Na+].C(N(CC)CC)C. Given the product [NH2:20][S:17]([C:11]1[C:10]([Cl:21])=[CH:9][C:8]([NH:7][CH2:6][C:3]2[O:4][CH:5]=[CH:1][CH:2]=2)=[C:13]([CH:12]=1)[C:14]([O:16][CH2:22][CH2:23][CH2:24][CH2:25][CH2:26][CH2:27][CH2:28][CH2:29][CH2:30][CH3:31])=[O:15])(=[O:19])=[O:18], predict the reactants needed to synthesize it. (3) Given the product [Cl:23][CH2:22][CH2:21][CH2:20][CH:10]([C:4]1[CH:3]=[C:2]([F:1])[C:7]([F:8])=[C:6]([F:9])[CH:5]=1)[C:11]([OH:13])=[O:12], predict the reactants needed to synthesize it. The reactants are: [F:1][C:2]1[CH:3]=[C:4]([CH2:10][C:11]([OH:13])=[O:12])[CH:5]=[C:6]([F:9])[C:7]=1[F:8].C([Li])CCC.Br[CH2:20][CH2:21][CH2:22][Cl:23]. (4) Given the product [F:12][C:13]([F:25])([F:26])[C:14]1[CH:15]=[C:16]([NH:17][C:7](=[O:9])[C:6]2[CH:10]=[C:2]([Cl:1])[CH:3]=[CH:4][C:5]=2[OH:11])[CH:18]=[C:19]([C:21]([F:22])([F:24])[F:23])[CH:20]=1, predict the reactants needed to synthesize it. The reactants are: [Cl:1][C:2]1[CH:10]=[C:6]([C:7]([OH:9])=O)[C:5]([OH:11])=[CH:4][CH:3]=1.[F:12][C:13]([F:26])([F:25])[C:14]1[CH:15]=[C:16]([CH:18]=[C:19]([C:21]([F:24])([F:23])[F:22])[CH:20]=1)[NH2:17].P(Cl)(Cl)Cl.C(=O)([O-])O.[Na+]. (5) The reactants are: [C:1]([O:5][C:6](=[O:33])[NH:7][CH:8]([CH2:25][C:26]1[CH:31]=[CH:30][CH:29]=[CH:28][C:27]=1[F:32])[CH2:9][C:10](=[O:24])[N:11]1[CH2:15][CH2:14][CH2:13][CH:12]1[CH2:16][NH:17]C(=O)C(F)(F)F)([CH3:4])([CH3:3])[CH3:2].[OH-].[Ba+2].[OH-]. Given the product [C:1]([O:5][C:6](=[O:33])[NH:7][CH:8]([CH2:25][C:26]1[CH:31]=[CH:30][CH:29]=[CH:28][C:27]=1[F:32])[CH2:9][C:10]([N:11]1[CH2:15][CH2:14][CH2:13][CH:12]1[CH2:16][NH2:17])=[O:24])([CH3:4])([CH3:2])[CH3:3], predict the reactants needed to synthesize it. (6) Given the product [CH3:20][O:19][C:16]1[CH:15]=[CH:14][C:13]([CH2:12][S:11][C@H:9]2[CH2:8][N:7]([S:21]([C:24]3[CH:33]=[CH:32][C:31]4[C:26](=[CH:27][CH:28]=[CH:29][CH:30]=4)[CH:25]=3)(=[O:23])=[O:22])[C@H:6]([CH2:5][CH2:4][C:3]([OH:34])=[O:2])[CH2:10]2)=[CH:18][CH:17]=1, predict the reactants needed to synthesize it. The reactants are: C[O:2][C:3](=[O:34])[CH2:4][CH2:5][C@@H:6]1[CH2:10][C@@H:9]([S:11][CH2:12][C:13]2[CH:18]=[CH:17][C:16]([O:19][CH3:20])=[CH:15][CH:14]=2)[CH2:8][N:7]1[S:21]([C:24]1[CH:33]=[CH:32][C:31]2[C:26](=[CH:27][CH:28]=[CH:29][CH:30]=2)[CH:25]=1)(=[O:23])=[O:22].[OH-].[Na+].Cl.